This data is from Reaction yield outcomes from USPTO patents with 853,638 reactions. The task is: Predict the reaction yield, written as a fraction of the theoretical maximum amount of product (1.0 means a 100% yield; for example, 0.34 means a 34% yield). (1) The reactants are [C:1]1([NH2:8])[CH:6]=[CH:5][CH:4]=[CH:3][C:2]=1[NH2:7].[C:9]1([CH2:15][N:16]2[C:20](=[O:21])[CH:19]=[CH:18][C:17]2=[O:22])[CH:14]=[CH:13][CH:12]=[CH:11][CH:10]=1. The catalyst is C(O)C.O. The product is [C:9]1([CH2:15][NH:16][C:17](=[O:22])[CH2:18][CH:19]2[C:20](=[O:21])[NH:8][C:1]3[C:2](=[CH:3][CH:4]=[CH:5][CH:6]=3)[NH:7]2)[CH:14]=[CH:13][CH:12]=[CH:11][CH:10]=1. The yield is 0.490. (2) The reactants are [CH:1]1([N:4]2[CH:8]=[N:7][N:6]=[C:5]2[C:9]2[N:14]=[C:13]([NH:15]C(=O)OCC3C=CC=CC=3)[CH:12]=[CH:11][CH:10]=2)[CH2:3][CH2:2]1. The catalyst is [Pd]. The product is [CH:1]1([N:4]2[CH:8]=[N:7][N:6]=[C:5]2[C:9]2[N:14]=[C:13]([NH2:15])[CH:12]=[CH:11][CH:10]=2)[CH2:3][CH2:2]1. The yield is 0.950. (3) The reactants are [H-].[Na+].[OH:3][CH2:4][CH2:5][N:6]1[C:10](=[O:11])[C:9]2=[CH:12][CH:13]=[CH:14][CH:15]=[C:8]2[C:7]1=[O:16].[Br:17][C:18]1[CH:19]=[CH:20][C:21]2[N:22]([CH2:32][CH:33]3[CH2:35][O:34]3)[C:23]3[C:28]([C:29]=2[CH:30]=1)=[CH:27][C:26]([Br:31])=[CH:25][CH:24]=3. The catalyst is C1COCC1.CCOC(C)=O. The product is [Br:17][C:18]1[CH:19]=[CH:20][C:21]2[N:22]([CH2:32][CH:33]([OH:34])[CH2:35][O:3][CH2:4][CH2:5][N:6]3[C:10](=[O:11])[C:9]4[C:8](=[CH:15][CH:14]=[CH:13][CH:12]=4)[C:7]3=[O:16])[C:23]3[C:28]([C:29]=2[CH:30]=1)=[CH:27][C:26]([Br:31])=[CH:25][CH:24]=3. The yield is 0.440. (4) The reactants are Cl[S:2]([C:5]1[CH:6]=[C:7]2[C:11](=[CH:12][CH:13]=1)[NH:10][C:9](=[O:14])[CH2:8]2)(=[O:4])=[O:3].[CH3:15][NH:16][CH3:17]. The catalyst is CO. The product is [CH3:15][N:16]([CH3:17])[S:2]([C:5]1[CH:6]=[C:7]2[C:11](=[CH:12][CH:13]=1)[NH:10][C:9](=[O:14])[CH2:8]2)(=[O:4])=[O:3]. The yield is 0.790. (5) The reactants are [Cl:1][C:2]1[CH:3]=[C:4]([C:11]([C:14]2[CH:15]=[C:16]([OH:25])[CH:17]=[C:18]([O:20][C:21]([F:24])([F:23])[F:22])[CH:19]=2)([CH3:13])[CH3:12])[CH:5]=[C:6]([N+:8]([O-:10])=[O:9])[CH:7]=1.N1C=CC=CC=1.[O:32](S(C(F)(F)F)(=O)=O)[S:33]([C:36]([F:39])([F:38])[F:37])(=O)=[O:34]. The catalyst is C(Cl)Cl. The product is [F:37][C:36]([F:39])([F:38])[S:33]([O:25][C:16]1[CH:17]=[C:18]([O:20][C:21]([F:23])([F:24])[F:22])[CH:19]=[C:14]([C:11]([C:4]2[CH:5]=[C:6]([N+:8]([O-:10])=[O:9])[CH:7]=[C:2]([Cl:1])[CH:3]=2)([CH3:12])[CH3:13])[CH:15]=1)(=[O:34])=[O:32]. The yield is 0.880. (6) The reactants are [OH:1][CH2:2][CH:3]1[C:12]2[C:7](=[CH:8][CH:9]=[CH:10][CH:11]=2)[C:6](=[O:13])[N:5]([CH2:14][CH2:15][O:16][CH3:17])[CH:4]1[C:18]1[S:19][CH:20]=[CH:21][CH:22]=1.CC(OI1(OC(C)=O)(OC(C)=O)OC(=O)C2C=CC=CC1=2)=O.C([O-])(O)=O.[Na+].[O-]S([O-])(=S)=O.[Na+].[Na+]. The catalyst is ClCCl. The product is [CH3:17][O:16][CH2:15][CH2:14][N:5]1[CH:4]([C:18]2[S:19][CH:20]=[CH:21][CH:22]=2)[CH:3]([CH:2]=[O:1])[C:12]2[C:7](=[CH:8][CH:9]=[CH:10][CH:11]=2)[C:6]1=[O:13]. The yield is 0.860.